Predict the reaction yield, written as a fraction of the theoretical maximum amount of product (1.0 means a 100% yield; for example, 0.34 means a 34% yield). From a dataset of Reaction yield outcomes from USPTO patents with 853,638 reactions. (1) The yield is 0.190. The reactants are Cl.Cl.[NH2:3][C:4]1[CH:12]=[CH:11][C:7]([C:8]([NH2:10])=[NH:9])=[CH:6][CH:5]=1.C(O)(=O)C.[CH:17]([NH2:19])=[NH:18].NN.ClC1C(=O)C(Cl)=C(Cl)C(=O)C=1Cl. The catalyst is C(#N)C. The product is [N:18]1[CH:17]=[N:19][N:10]=[C:8]([C:7]2[CH:11]=[CH:12][C:4]([NH2:3])=[CH:5][CH:6]=2)[N:9]=1. (2) The reactants are Br[C:2]1[CH:3]=[N:4][CH:5]=[C:6]([CH2:8][N:9]2[CH2:14][CH2:13][CH2:12][CH2:11][CH2:10]2)[CH:7]=1.[CH2:15]([N:19]1[CH2:24][CH2:23][CH2:22][CH2:21][CH2:20]1)[CH2:16][C:17]#[CH:18].C1C=CC(P(C2C=CC=CC=2)C2C=CC=CC=2)=CC=1. The catalyst is Cl[Pd](Cl)([P](C1C=CC=CC=1)(C1C=CC=CC=1)C1C=CC=CC=1)[P](C1C=CC=CC=1)(C1C=CC=CC=1)C1C=CC=CC=1.[Cu]I.CN(C=O)C. The product is [N:19]1([CH2:15][CH2:16][C:17]#[C:18][C:2]2[CH:3]=[N:4][CH:5]=[C:6]([CH2:8][N:9]3[CH2:14][CH2:13][CH2:12][CH2:11][CH2:10]3)[CH:7]=2)[CH2:24][CH2:23][CH2:22][CH2:21][CH2:20]1. The yield is 0.0800. (3) The reactants are [O:1]1[CH:5]=[CH:4][CH:3]=[C:2]1[C:6]1[NH:14][C:13]([NH2:15])=[N:12][C:11]2[C:7]=1[N:8]=[CH:9][N:10]=2.O[CH2:17][CH2:18][C:19]1[CH:24]=[CH:23][CH:22]=[CH:21][N:20]=1.N(C(OC(C)(C)C)=O)=NC(OC(C)(C)C)=O. The catalyst is CN(C=O)C. The product is [O:1]1[CH:5]=[CH:4][CH:3]=[C:2]1[C:6]1[N:14]=[C:13]([NH2:15])[N:12]=[C:11]2[C:7]=1[N:8]=[CH:9][N:10]2[CH2:17][CH2:18][C:19]1[CH:24]=[CH:23][CH:22]=[CH:21][N:20]=1. The yield is 0.470. (4) The reactants are [NH2:1][C:2]1[N:3]=[CH:4][C:5]2[S:10][C:9](=[O:11])[N:8]([C@@H:12]3[O:24][C@H:23]([CH2:25][O:26][Si](C(C)(C)C)(C)C)[C@@H:18]([O:19][C:20](=[O:22])[CH3:21])[C@H:13]3[O:14][C:15](=[O:17])[CH3:16])[C:6]=2[N:7]=1.N1C=CC=CC=1. The catalyst is C1COCC1. The product is [NH2:1][C:2]1[N:3]=[CH:4][C:5]2[S:10][C:9](=[O:11])[N:8]([C@@H:12]3[O:24][C@H:23]([CH2:25][OH:26])[C@@H:18]([O:19][C:20](=[O:22])[CH3:21])[C@H:13]3[O:14][C:15](=[O:17])[CH3:16])[C:6]=2[N:7]=1. The yield is 1.00. (5) The reactants are [NH2:1][C:2]1[CH:3]=[C:4]([CH2:8][CH2:9][C:10]2[CH:15]=[CH:14][N:13]=[C:12]([NH:16][C:17](=[O:23])[O:18][C:19]([CH3:22])([CH3:21])[CH3:20])[CH:11]=2)[CH:5]=[CH:6][CH:7]=1.[Cl:24][C:25]1[N:30]=[C:29](Cl)[C:28]([F:32])=[CH:27][N:26]=1.C(=O)([O-])[O-].[K+].[K+]. The catalyst is CN(C)C=O. The product is [Cl:24][C:25]1[N:30]=[C:29]([NH:1][C:2]2[CH:3]=[C:4]([CH2:8][CH2:9][C:10]3[CH:15]=[CH:14][N:13]=[C:12]([NH:16][C:17](=[O:23])[O:18][C:19]([CH3:20])([CH3:22])[CH3:21])[CH:11]=3)[CH:5]=[CH:6][CH:7]=2)[C:28]([F:32])=[CH:27][N:26]=1. The yield is 0.410.